Predict the reaction yield, written as a fraction of the theoretical maximum amount of product (1.0 means a 100% yield; for example, 0.34 means a 34% yield). From a dataset of Reaction yield outcomes from USPTO patents with 853,638 reactions. (1) The reactants are [F:1][C:2]1[CH:7]=[C:6]([F:8])[C:5]([N+:9]([O-:11])=[O:10])=[CH:4][C:3]=1[CH2:12][C:13]([OH:15])=[O:14].[CH3:16][CH2:17]O. The catalyst is OS(O)(=O)=O. The product is [F:1][C:2]1[CH:7]=[C:6]([F:8])[C:5]([N+:9]([O-:11])=[O:10])=[CH:4][C:3]=1[CH2:12][C:13]([O:15][CH2:16][CH3:17])=[O:14]. The yield is 0.890. (2) The yield is 0.590. The product is [Cl:22][C:17]1[CH:16]=[C:15]([C:13]2[C:3]3[C:2](=[CH:7][CH:6]=[C:5]([O:8][C:9]([F:12])([F:11])[F:10])[CH:4]=3)[N:1]=[C:27]([CH3:28])[C:26]=2[C:23](=[O:25])[CH3:24])[CH:20]=[CH:19][C:18]=1[Cl:21]. The catalyst is CCCCCCC.C(OCC)(=O)C. The reactants are [NH2:1][C:2]1[CH:7]=[CH:6][C:5]([O:8][C:9]([F:12])([F:11])[F:10])=[CH:4][C:3]=1[C:13]([C:15]1[CH:20]=[CH:19][C:18]([Cl:21])=[C:17]([Cl:22])[CH:16]=1)=O.[C:23]([CH2:26][C:27](=O)[CH3:28])(=[O:25])[CH3:24]. (3) The reactants are [F:1][C:2]([F:47])([F:46])[C:3]1[CH:4]=[C:5]([C:13]([CH3:45])([CH3:44])[C:14]([N:16]([CH3:43])[C:17]2[C:18]([C:35]3[CH:40]=[CH:39][C:38]([F:41])=[CH:37][C:36]=3[CH3:42])=[CH:19][C:20]([N:23]3[CH2:28][CH2:27][CH:26]([CH2:29]OS(C)(=O)=O)[CH2:25][CH2:24]3)=[N:21][CH:22]=2)=[O:15])[CH:6]=[C:7]([C:9]([F:12])([F:11])[F:10])[CH:8]=1.[CH3:48][S-:49].[Na+].[OH-].[Na+]. The catalyst is CN(C=O)C. The product is [F:11][C:9]([F:12])([F:10])[C:7]1[CH:6]=[C:5]([C:13]([CH3:45])([CH3:44])[C:14]([N:16]([C:17]2[C:18]([C:35]3[CH:40]=[CH:39][C:38]([F:41])=[CH:37][C:36]=3[CH3:42])=[CH:19][C:20]([N:23]3[CH2:28][CH2:27][CH:26]([CH2:29][S:49][CH3:48])[CH2:25][CH2:24]3)=[N:21][CH:22]=2)[CH3:43])=[O:15])[CH:4]=[C:3]([C:2]([F:1])([F:47])[F:46])[CH:8]=1. The yield is 0.920. (4) The reactants are [CH3:1][O:2][C:3]1[C:7]2[C:8](=[O:25])[N:9]([CH2:16][C:17](=[O:24])[C:18]3[CH:23]=[CH:22][CH:21]=[CH:20][CH:19]=3)[C:10]3[CH:11]=[CH:12][CH:13]=[CH:14][C:15]=3[C:6]=2[N:5]([CH3:26])[C:4]=1[C:27]([NH:29][CH:30]1[CH2:35][CH2:34][NH:33][CH2:32][CH2:31]1)=[O:28].C(=O)([O-])[O-].[K+].[K+].C(N(CC)CC)C.Br[C:50]1[CH:55]=[CH:54][N:53]=[C:52]([C:56]([F:59])([F:58])[F:57])[CH:51]=1. The catalyst is CN(C=O)C.O. The product is [CH3:1][O:2][C:3]1[C:7]2[C:8](=[O:25])[N:9]([CH2:16][C:17](=[O:24])[C:18]3[CH:23]=[CH:22][CH:21]=[CH:20][CH:19]=3)[C:10]3[CH:11]=[CH:12][CH:13]=[CH:14][C:15]=3[C:6]=2[N:5]([CH3:26])[C:4]=1[C:27]([NH:29][CH:30]1[CH2:31][CH2:32][N:33]([C:50]2[CH:55]=[CH:54][N:53]=[C:52]([C:56]([F:59])([F:58])[F:57])[CH:51]=2)[CH2:34][CH2:35]1)=[O:28]. The yield is 0.350. (5) The reactants are [CH2:1]([C:3]1[N:4]([C:28]2[CH:33]=[CH:32][C:31]([OH:34])=[CH:30][CH:29]=2)[C:5](=[O:27])[C:6]([CH2:12][C:13]2[CH:18]=[CH:17][C:16]([C:19]3[C:20]([C:25]#[N:26])=[CH:21][CH:22]=[CH:23][CH:24]=3)=[CH:15][CH:14]=2)=[C:7]([CH2:9][CH2:10][CH3:11])[N:8]=1)[CH3:2].[Si](O[CH:43]1[CH2:48][CH2:47][CH:46]([OH:49])[CH2:45][CH2:44]1)(C(C)(C)C)(C)C.C1(P(C2C=CC=CC=2)C2C=CC=CC=2)C=CC=CC=1.[N:70]([C:71]([O:73]C(C)C)=[O:72])=[N:70][C:71]([O:73]C(C)C)=[O:72]. The catalyst is O1CCCC1.O. The product is [CH2:1]([C:3]1[N:4]([C:28]2[CH:33]=[CH:32][C:31]([O:34][C@H:43]3[CH2:44][CH2:45][C@H:46]([OH:49])[CH2:47][CH2:48]3)=[CH:30][CH:29]=2)[C:5](=[O:27])[C:6]([CH2:12][C:13]2[CH:18]=[CH:17][C:16]([C:19]3[CH:24]=[CH:23][CH:22]=[CH:21][C:20]=3[C:25]3[NH:70][C:71](=[O:72])[O:73][N:26]=3)=[CH:15][CH:14]=2)=[C:7]([CH2:9][CH2:10][CH3:11])[N:8]=1)[CH3:2]. The yield is 0.350. (6) The reactants are Br[CH2:2][CH2:3][CH2:4][CH2:5][N:6]1[C:14](=[O:15])[C:13]2[C:8](=[CH:9][CH:10]=[CH:11][CH:12]=2)[C:7]1=[O:16].[N:17]1([C:23]([O:25][C:26]([CH3:29])([CH3:28])[CH3:27])=[O:24])[CH2:22][CH2:21][NH:20][CH2:19][CH2:18]1.CCN(CC)CC. The catalyst is CC#N. The product is [O:16]=[C:7]1[C:8]2[C:13](=[CH:12][CH:11]=[CH:10][CH:9]=2)[C:14](=[O:15])[N:6]1[CH2:5][CH2:4][CH2:3][CH2:2][N:20]1[CH2:19][CH2:18][N:17]([C:23]([O:25][C:26]([CH3:29])([CH3:28])[CH3:27])=[O:24])[CH2:22][CH2:21]1. The yield is 0.850.